Dataset: Full USPTO retrosynthesis dataset with 1.9M reactions from patents (1976-2016). Task: Predict the reactants needed to synthesize the given product. (1) Given the product [CH2:27]([CH:26]([N:25]1[C:2]2[N:7]3[C:8]([CH3:20])=[N:9][C:10]([C:11]4[C:16]([CH3:17])=[CH:15][C:14]([CH3:18])=[CH:13][C:12]=4[CH3:19])=[C:6]3[N:5]=[C:4]([CH3:21])[C:3]=2[CH2:22][CH2:23]1)[CH2:29][CH3:30])[CH3:28], predict the reactants needed to synthesize it. The reactants are: Cl[C:2]1[N:7]2[C:8]([CH3:20])=[N:9][C:10]([C:11]3[C:16]([CH3:17])=[CH:15][C:14]([CH3:18])=[CH:13][C:12]=3[CH3:19])=[C:6]2[N:5]=[C:4]([CH3:21])[C:3]=1[CH2:22][CH2:23]Cl.[NH2:25][CH:26]([CH2:29][CH3:30])[CH2:27][CH3:28]. (2) Given the product [CH3:1][N:2]([CH2:3][C:4]1[CH:9]=[CH:8][C:7]([C:10]([N:12]2[CH2:18][C:17]3([CH3:20])[CH2:19][CH:13]2[CH2:14][C:15]([CH3:22])([CH3:21])[CH2:16]3)=[O:11])=[CH:6][CH:5]=1)[C:23](=[O:27])[CH:24]([CH3:26])[CH3:25], predict the reactants needed to synthesize it. The reactants are: [CH3:1][NH:2][CH2:3][C:4]1[CH:9]=[CH:8][C:7]([C:10]([N:12]2[CH2:18][C:17]3([CH3:20])[CH2:19][CH:13]2[CH2:14][C:15]([CH3:22])([CH3:21])[CH2:16]3)=[O:11])=[CH:6][CH:5]=1.[C:23](Cl)(=[O:27])[CH:24]([CH3:26])[CH3:25]. (3) Given the product [NH2:1][CH2:4][CH2:5][C:6]([C:18]1[CH:19]=[CH:20][CH:21]=[CH:22][CH:23]=1)([OH:17])[CH2:7][CH2:8][O:9][Si:10]([C:13]([CH3:14])([CH3:15])[CH3:16])([CH3:11])[CH3:12], predict the reactants needed to synthesize it. The reactants are: [N:1]([CH2:4][CH2:5][C:6]([C:18]1[CH:23]=[CH:22][CH:21]=[CH:20][CH:19]=1)([OH:17])[CH2:7][CH2:8][O:9][Si:10]([C:13]([CH3:16])([CH3:15])[CH3:14])([CH3:12])[CH3:11])=[N+]=[N-]. (4) Given the product [NH2:12][C@@H:3]([CH2:4][C:5]1[CH:6]=[CH:7][C:8]([I:11])=[CH:9][CH:10]=1)[C:2]([NH2:1])=[O:20], predict the reactants needed to synthesize it. The reactants are: [NH2:1][C:2](=[O:20])[C@@H:3]([NH:12]C(=O)OC(C)(C)C)[CH2:4][C:5]1[CH:10]=[CH:9][C:8]([I:11])=[CH:7][CH:6]=1.FC(F)(F)C(O)=O. (5) Given the product [Br:14][C:15]1[N:16]=[C:17]([NH:13][CH:10]2[CH2:12][CH2:11]2)[C:18]2[N:19]([CH:21]=[CH:22][N:23]=2)[CH:20]=1, predict the reactants needed to synthesize it. The reactants are: C(N(C(C)C)CC)(C)C.[CH:10]1([NH2:13])[CH2:12][CH2:11]1.[Br:14][C:15]1[N:16]=[C:17](Br)[C:18]2[N:19]([CH:21]=[CH:22][N:23]=2)[CH:20]=1. (6) Given the product [Cl:29][C:26]1[N+:25]([O-:30])=[N:24][C:23]([O:9][C:3]2[C:4]([CH3:8])=[CH:5][CH:6]=[CH:7][C:2]=2[CH3:1])=[CH:28][CH:27]=1, predict the reactants needed to synthesize it. The reactants are: [CH3:1][C:2]1[CH:7]=[CH:6][CH:5]=[C:4]([CH3:8])[C:3]=1[OH:9].O1CCOCC1.CC(C)([O-])C.[K+].Cl[C:23]1[N:24]=[N+:25]([O-:30])[C:26]([Cl:29])=[CH:27][CH:28]=1. (7) Given the product [CH3:6][O:7][C:8]1[C:9]([NH:22][C:23]2[N:28]=[C:27]([C:29]3[C:37]4[C:32](=[CH:33][CH:34]=[CH:35][CH:36]=4)[N:31]([CH3:38])[CH:30]=3)[CH:26]=[CH:25][N:24]=2)=[CH:10][C:11]([NH:21][C:1](=[O:4])[CH:2]=[CH2:3])=[C:12]([C:14]2[CH2:15][CH2:16][N:17]([CH3:20])[CH2:18][CH:19]=2)[CH:13]=1, predict the reactants needed to synthesize it. The reactants are: [C:1](Cl)(=[O:4])[CH:2]=[CH2:3].[CH3:6][O:7][C:8]1[CH:13]=[C:12]([C:14]2[CH2:15][CH2:16][N:17]([CH3:20])[CH2:18][CH:19]=2)[C:11]([NH2:21])=[CH:10][C:9]=1[NH:22][C:23]1[N:28]=[C:27]([C:29]2[C:37]3[C:32](=[CH:33][CH:34]=[CH:35][CH:36]=3)[N:31]([CH3:38])[CH:30]=2)[CH:26]=[CH:25][N:24]=1.